This data is from Catalyst prediction with 721,799 reactions and 888 catalyst types from USPTO. The task is: Predict which catalyst facilitates the given reaction. (1) Reactant: Br[C:2]1[C:3]([Cl:19])=[C:4]2[N:10]=[CH:9][N:8]([CH2:11][O:12][CH2:13][CH2:14][Si:15]([CH3:18])([CH3:17])[CH3:16])[C:5]2=[N:6][CH:7]=1.C([Sn](CCCC)(CCCC)[C:25]([O:27]CC)=[CH2:26])CCC.O.[F-].[K+]. Product: [Cl:19][C:3]1[C:2]([C:25](=[O:27])[CH3:26])=[CH:7][N:6]=[C:5]2[N:8]([CH2:11][O:12][CH2:13][CH2:14][Si:15]([CH3:18])([CH3:17])[CH3:16])[CH:9]=[N:10][C:4]=12. The catalyst class is: 747. (2) Product: [C:38]([O:42][C:43]([N:45]1[CH2:50][CH2:49][N:48]([C:51]2[CH:56]=[CH:55][C:54]([C:57](=[O:72])[NH:58][C:59]3[C:60]([Cl:71])=[CH:61][C:62]([C:25]4[CH:26]=[CH:27][C:22]([C:20]5[N:21]=[C:17]([C@@H:12]6[CH2:13][C@H:14]([CH3:16])[CH2:15][N:11]6[C:9](=[O:10])[C@@H:5]([NH:4][C:3]([O:2][CH3:1])=[O:37])[CH:6]([CH3:8])[CH3:7])[NH:18][CH:19]=5)=[CH:23][CH:24]=4)=[C:63]([O:65][C:66]([F:69])([F:68])[F:67])[CH:64]=3)=[CH:53][N:52]=2)[C@H:47]([CH3:73])[CH2:46]1)=[O:44])([CH3:41])([CH3:40])[CH3:39]. Reactant: [CH3:1][O:2][C:3](=[O:37])[NH:4][C@H:5]([C:9]([N:11]1[CH2:15][C@@H:14]([CH3:16])[CH2:13][C@H:12]1[C:17]1[NH:18][CH:19]=[C:20]([C:22]2[CH:27]=[CH:26][C:25](B3OC(C)(C)C(C)(C)O3)=[CH:24][CH:23]=2)[N:21]=1)=[O:10])[CH:6]([CH3:8])[CH3:7].[C:38]([O:42][C:43]([N:45]1[CH2:50][CH2:49][N:48]([C:51]2[CH:56]=[CH:55][C:54]([C:57](=[O:72])[NH:58][C:59]3[CH:64]=[C:63]([O:65][C:66]([F:69])([F:68])[F:67])[C:62](Br)=[CH:61][C:60]=3[Cl:71])=[CH:53][N:52]=2)[C@H:47]([CH3:73])[CH2:46]1)=[O:44])([CH3:41])([CH3:40])[CH3:39].O.C(=O)([O-])[O-].[K+].[K+]. The catalyst class is: 109. (3) Reactant: [OH:1][C:2]1[CH:11]=[C:10]2[C:5]([N:6]=[C:7]([N:21]3[CH2:25][CH2:24][CH2:23][C@@H:22]3[CH3:26])[C:8]([C:12]3[CH:13]=[C:14]4[C:18](=[CH:19][CH:20]=3)[NH:17][N:16]=[CH:15]4)=[N:9]2)=[CH:4][C:3]=1[C:27]([O:29]C)=[O:28].[OH-].[Na+].O. Product: [OH:1][C:2]1[CH:11]=[C:10]2[C:5]([N:6]=[C:7]([N:21]3[CH2:25][CH2:24][CH2:23][C@@H:22]3[CH3:26])[C:8]([C:12]3[CH:13]=[C:14]4[C:18](=[CH:19][CH:20]=3)[NH:17][N:16]=[CH:15]4)=[N:9]2)=[CH:4][C:3]=1[C:27]([OH:29])=[O:28]. The catalyst class is: 5. (4) Reactant: C1C2C(COC(=O)[NH:17][CH2:18][CH2:19][O:20][CH2:21][CH2:22][O:23][CH2:24][CH2:25][O:26][CH2:27][CH2:28][O:29][CH2:30][CH2:31][O:32][CH2:33][CH2:34][O:35][CH2:36][CH2:37][O:38][CH2:39][CH2:40][O:41][CH2:42][CH2:43][O:44][CH2:45][CH2:46][O:47][CH2:48][CH2:49][O:50][CH2:51][CH2:52][O:53][CH2:54][CH2:55][C:56]([NH:58][CH2:59][CH2:60][C:61]3([C:66]([NH:68][C@H:69]([C:88]([O:90][CH3:91])=[O:89])[CH2:70][C:71]4[CH:76]=[CH:75][C:74]([NH:77][C:78](=[O:87])[C:79]5[C:84]([Cl:85])=[CH:83][CH:82]=[CH:81][C:80]=5[Cl:86])=[CH:73][CH:72]=4)=[O:67])[CH2:65][CH2:64][CH2:63][CH2:62]3)=[O:57])C3C(=CC=CC=3)C=2C=CC=1.N1CCCCC1. The catalyst class is: 3. Product: [CH3:91][O:90][C:88](=[O:89])[C@@H:69]([NH:68][C:66]([C:61]1([CH2:60][CH2:59][NH:58][C:56](=[O:57])[CH2:55][CH2:54][O:53][CH2:52][CH2:51][O:50][CH2:49][CH2:48][O:47][CH2:46][CH2:45][O:44][CH2:43][CH2:42][O:41][CH2:40][CH2:39][O:38][CH2:37][CH2:36][O:35][CH2:34][CH2:33][O:32][CH2:31][CH2:30][O:29][CH2:28][CH2:27][O:26][CH2:25][CH2:24][O:23][CH2:22][CH2:21][O:20][CH2:19][CH2:18][NH2:17])[CH2:65][CH2:64][CH2:63][CH2:62]1)=[O:67])[CH2:70][C:71]1[CH:76]=[CH:75][C:74]([NH:77][C:78](=[O:87])[C:79]2[C:80]([Cl:86])=[CH:81][CH:82]=[CH:83][C:84]=2[Cl:85])=[CH:73][CH:72]=1. (5) Reactant: [Br:1][C:2]1[CH:3]=[C:4]([NH:8][CH:9]([C:12]2[CH:13]=[C:14]([CH3:18])[CH:15]=[CH:16][CH:17]=2)[C:10]#[N:11])[CH:5]=[N:6][CH:7]=1.O.CC(=O)[O:22]CC. Product: [Br:1][C:2]1[CH:3]=[C:4]([NH:8][CH:9]([C:12]2[CH:13]=[C:14]([CH3:18])[CH:15]=[CH:16][CH:17]=2)[C:10]([NH2:11])=[O:22])[CH:5]=[N:6][CH:7]=1. The catalyst class is: 33. (6) Reactant: Cl[C:2]([O:4][CH2:5][C:6]1[CH:11]=[CH:10][CH:9]=[CH:8][CH:7]=1)=[O:3].[CH3:12][O:13][CH:14]([O:17][CH3:18])[CH2:15][NH2:16].[OH-].[Na+]. The catalyst class is: 11. Product: [CH3:12][O:13][CH:14]([O:17][CH3:18])[CH2:15][NH:16][C:2](=[O:3])[O:4][CH2:5][C:6]1[CH:11]=[CH:10][CH:9]=[CH:8][CH:7]=1.